This data is from Forward reaction prediction with 1.9M reactions from USPTO patents (1976-2016). The task is: Predict the product of the given reaction. (1) Given the reactants [H][H].[C:3]([NH:6][CH2:7][CH2:8][CH2:9][S:10]([O:13][CH2:14][C:15]([CH3:27])([CH3:26])[C:16]([O:18]CC1C=CC=CC=1)=[O:17])(=[O:12])=[O:11])(=[O:5])[CH3:4], predict the reaction product. The product is: [C:3]([NH:6][CH2:7][CH2:8][CH2:9][S:10]([O:13][CH2:14][C:15]([CH3:27])([CH3:26])[C:16]([OH:18])=[O:17])(=[O:11])=[O:12])(=[O:5])[CH3:4]. (2) Given the reactants [CH3:1][C:2]1([CH3:10])[CH2:7][CH2:6][C:5](=[O:8])[CH2:4][C:3]1=[O:9].[CH:11]([N-]C(C)C)(C)C.[Li+].CI.[C:21](C#N)(=[O:28])[C:22]1[CH:27]=[CH:26][CH:25]=[CH:24][CH:23]=1, predict the reaction product. The product is: [C:21]([CH:4]1[C:5](=[O:8])[CH:6]([CH3:11])[CH2:7][C:2]([CH3:10])([CH3:1])[C:3]1=[O:9])(=[O:28])[C:22]1[CH:27]=[CH:26][CH:25]=[CH:24][CH:23]=1. (3) Given the reactants [Br:1][C:2]1[C:7](=[O:8])[N:6]([CH2:9][C:10]([O:12]CC)=[O:11])[N:5]=[CH:4][C:3]=1[NH:15][C@@H:16]1[CH2:21][C@@H:20]2[CH2:22][C@@H:18]([C:19]2([CH3:24])[CH3:23])[C@H:17]1[CH3:25].[OH-].[Na+].C(OCC)(=O)C, predict the reaction product. The product is: [Br:1][C:2]1[C:7](=[O:8])[N:6]([CH2:9][C:10]([OH:12])=[O:11])[N:5]=[CH:4][C:3]=1[NH:15][C@@H:16]1[CH2:21][C@@H:20]2[CH2:22][C@@H:18]([C:19]2([CH3:24])[CH3:23])[C@H:17]1[CH3:25].